From a dataset of Full USPTO retrosynthesis dataset with 1.9M reactions from patents (1976-2016). Predict the reactants needed to synthesize the given product. (1) Given the product [CH3:26][N:27]1[CH2:34][CH2:33][CH2:32][C@@:28]1([CH3:35])[C:29]([NH:20][C@H:19]([C:18]([N:17]([C@@H:12]([C@@H:13]([CH3:16])[CH2:14][CH3:15])[C@H:3]([O:2][CH3:1])[CH2:4][C:5]([O:7][C:8]([CH3:11])([CH3:9])[CH3:10])=[O:6])[CH3:25])=[O:24])[CH:21]([CH3:23])[CH3:22])=[O:30], predict the reactants needed to synthesize it. The reactants are: [CH3:1][O:2][C@@H:3]([C@@H:12]([N:17]([CH3:25])[C:18](=[O:24])[C@H:19]([CH:21]([CH3:23])[CH3:22])[NH2:20])[C@@H:13]([CH3:16])[CH2:14][CH3:15])[CH2:4][C:5]([O:7][C:8]([CH3:11])([CH3:10])[CH3:9])=[O:6].[CH3:26][N:27]1[CH2:34][CH2:33][CH2:32][C@@:28]1([CH3:35])[C:29](O)=[O:30].CN(C(ON1N=NC2C=CC=NC1=2)=[N+](C)C)C.F[P-](F)(F)(F)(F)F.C(N(C(C)C)CC)(C)C. (2) Given the product [Cl:1][C:2]1[C:7]([F:8])=[CH:6][C:5]([C:9]2[C:18]3[C:13](=[CH:14][C:15]([S:19]([NH:41][C:37]4[S:36][CH:40]=[N:39][N:38]=4)(=[O:21])=[O:20])=[CH:16][CH:17]=3)[CH:12]=[CH:11][N:10]=2)=[C:4]([O:34][CH3:35])[CH:3]=1, predict the reactants needed to synthesize it. The reactants are: [Cl:1][C:2]1[C:7]([F:8])=[CH:6][C:5]([C:9]2[C:18]3[C:13](=[CH:14][C:15]([S:19](OC4C(F)=C(F)C(F)=C(F)C=4F)(=[O:21])=[O:20])=[CH:16][CH:17]=3)[CH:12]=[CH:11][N:10]=2)=[C:4]([O:34][CH3:35])[CH:3]=1.[S:36]1[CH:40]=[N:39][N:38]=[C:37]1[NH2:41].C(=O)([O-])[O-].[Cs+].[Cs+].C(#N)C. (3) Given the product [F:20][C:18]1[CH:17]=[CH:16][C:15]2[O:21][C:1](=[O:2])[NH:13][C:14]=2[CH:19]=1, predict the reactants needed to synthesize it. The reactants are: [C:1](C1NC=CN=1)(C1NC=CN=1)=[O:2].[NH2:13][C:14]1[CH:19]=[C:18]([F:20])[CH:17]=[CH:16][C:15]=1[OH:21]. (4) Given the product [CH:52]1([N:47]2[C:46](=[O:58])[C:45]([NH:44][C:17]([C:3]3[C:2]([CH3:1])=[C:6]([CH:7]4[CH2:8][CH2:9][C:10]5([O:11][CH2:12][CH2:13][O:14]5)[CH2:15][CH2:16]4)[O:5][N:4]=3)=[O:19])=[C:49]([CH3:50])[N:48]2[CH3:51])[CH2:53][CH2:54][CH2:55][CH2:56][CH2:57]1, predict the reactants needed to synthesize it. The reactants are: [CH3:1][C:2]1[C:3]([C:17]([OH:19])=O)=[N:4][O:5][C:6]=1[CH:7]1[CH2:16][CH2:15][C:10]2([O:14][CH2:13][CH2:12][O:11]2)[CH2:9][CH2:8]1.CN(C(ON1N=NC2C=CC=NC1=2)=[N+](C)C)C.F[P-](F)(F)(F)(F)F.[NH2:44][C:45]1[C:46](=[O:58])[N:47]([CH:52]2[CH2:57][CH2:56][CH2:55][CH2:54][CH2:53]2)[N:48]([CH3:51])[C:49]=1[CH3:50].C(N(CC)CC)C. (5) Given the product [CH3:44][N:42]([CH2:41][C@@H:38]1[CH2:39][CH2:40][N:36]([C:34]([NH:33][C:31]2[CH:32]=[C:27]([O:26][C:25]3[CH:45]=[CH:46][C:22]([NH:21][C:12]([NH:11][C:9](=[O:10])[CH2:8][C:5]4[CH:4]=[CH:3][C:2]([F:1])=[CH:7][CH:6]=4)=[S:13])=[CH:23][C:24]=3[F:47])[N:28]=[CH:29][N:30]=2)=[O:35])[CH2:37]1)[CH3:43], predict the reactants needed to synthesize it. The reactants are: [F:1][C:2]1[CH:7]=[CH:6][C:5]([CH2:8][C:9]([N:11]=[C:12]=[S:13])=[O:10])=[CH:4][CH:3]=1.C1(C)C=CC=CC=1.[NH2:21][C:22]1[CH:46]=[CH:45][C:25]([O:26][C:27]2[CH:32]=[C:31]([NH:33][C:34]([N:36]3[CH2:40][CH2:39][C@@H:38]([CH2:41][N:42]([CH3:44])[CH3:43])[CH2:37]3)=[O:35])[N:30]=[CH:29][N:28]=2)=[C:24]([F:47])[CH:23]=1.C12(CS(O)(=O)=O)C(C)(C)C(CC1)CC2=O. (6) Given the product [C:1]([O:5][C:6]([NH:8][CH2:9][C:10]1[C:11]([C:32]2[CH:33]=[CH:34][C:35]([CH3:38])=[CH:36][CH:37]=2)=[C:12]([CH2:21][O:22][C:23]2[C:27]([C:28]([O:30][CH3:41])=[O:29])=[CH:26][N:25]([CH3:31])[N:24]=2)[C:13]([CH3:20])=[N:14][C:15]=1[CH2:16][CH:17]([CH3:18])[CH3:19])=[O:7])([CH3:2])([CH3:3])[CH3:4], predict the reactants needed to synthesize it. The reactants are: [C:1]([O:5][C:6]([NH:8][CH2:9][C:10]1[C:11]([C:32]2[CH:37]=[CH:36][C:35]([CH3:38])=[CH:34][CH:33]=2)=[C:12]([CH2:21][O:22][C:23]2[C:27]([C:28]([OH:30])=[O:29])=[CH:26][N:25]([CH3:31])[N:24]=2)[C:13]([CH3:20])=[N:14][C:15]=1[CH2:16][CH:17]([CH3:19])[CH3:18])=[O:7])([CH3:4])([CH3:3])[CH3:2].CI.[C:41](=O)([O-])[O-].[K+].[K+].C(OCC)(=O)C.